From a dataset of Full USPTO retrosynthesis dataset with 1.9M reactions from patents (1976-2016). Predict the reactants needed to synthesize the given product. (1) Given the product [F:14][C:15]([F:35])([CH:18]([F:34])[O:19][C:20]([F:33])([F:32])[C:21]([F:30])([F:31])[C:22]([F:28])([F:29])[O:23][C:24]([F:25])([F:26])[F:27])[C:16]([OH:40])=[O:17], predict the reactants needed to synthesize it. The reactants are: [K+].[Br-].CC1(C)N([O])C(C)(C)CCC1.[F:14][C:15]([F:35])([CH:18]([F:34])[O:19][C:20]([F:33])([F:32])[C:21]([F:31])([F:30])[C:22]([F:29])([F:28])[O:23][C:24]([F:27])([F:26])[F:25])[CH2:16][OH:17].[O-]Cl.[Na+].S(=O)(=O)(O)[OH:40]. (2) Given the product [CH3:14][C:12]1([CH3:15])[CH2:13][NH:8][CH:9]([C:16]([OH:19])([CH3:18])[CH3:17])[CH2:10][O:11]1, predict the reactants needed to synthesize it. The reactants are: C([N:8]1[CH2:13][C:12]([CH3:15])([CH3:14])[O:11][CH2:10][CH:9]1[C:16]([OH:19])([CH3:18])[CH3:17])C1C=CC=CC=1. (3) Given the product [F:1][C:2]1[C:11]([F:12])=[CH:10][CH:9]=[C:8]2[C:3]=1[CH:4]=[CH:5][C:6]([CH2:24][CH2:23][C@H:20]1[CH2:19][CH2:18][C@H:17]([CH2:14][CH2:15][CH3:16])[CH2:22][CH2:21]1)=[CH:7]2, predict the reactants needed to synthesize it. The reactants are: [F:1][C:2]1[C:11]([F:12])=[CH:10][CH:9]=[C:8]2[C:3]=1[CH:4]=[CH:5][C:6](Br)=[CH:7]2.[CH2:14]([CH:17]1[CH2:22][CH2:21][CH:20]([CH2:23][CH:24]=O)[CH2:19][CH2:18]1)[CH2:15][CH3:16].CC(C)([O-])C.[K+]. (4) Given the product [CH3:44][O:45][C:46]1[CH:47]=[C:48]([C:54]2[C@@H:63]3[C@@H:58]([CH2:59][CH2:60][CH2:61][CH2:62]3)[C:57](=[O:64])[N:56]([CH:65]3[CH2:66][CH2:67][N:68]([C:14](=[O:16])[C@@H:9]([NH:8][C:6](=[O:7])[O:5][C:1]([CH3:2])([CH3:3])[CH3:4])[CH2:10][N:11]([CH3:12])[CH3:13])[CH2:69][CH2:70]3)[N:55]=2)[CH:49]=[CH:50][C:51]=1[O:52][CH3:53], predict the reactants needed to synthesize it. The reactants are: [C:1]([O:5][C:6]([NH:8][C@H:9]([C:14]([OH:16])=O)[CH2:10][N:11]([CH3:13])[CH3:12])=[O:7])([CH3:4])([CH3:3])[CH3:2].CC(N=C=NC(C)C)C.C1C=CC2N(O)N=NC=2C=1.CN1CCOCC1.Cl.[CH3:44][O:45][C:46]1[CH:47]=[C:48]([C:54]2[C@@H:63]3[C@@H:58]([CH2:59][CH2:60][CH2:61][CH2:62]3)[C:57](=[O:64])[N:56]([CH:65]3[CH2:70][CH2:69][NH:68][CH2:67][CH2:66]3)[N:55]=2)[CH:49]=[CH:50][C:51]=1[O:52][CH3:53]. (5) Given the product [CH2:15]([O:1][CH2:2][CH2:3][CH2:4][C:5]1[CH:12]=[CH:11][CH:10]=[CH:9][C:6]=1[C:7]#[N:8])[C:16]1[CH:21]=[CH:20][CH:19]=[CH:18][CH:17]=1, predict the reactants needed to synthesize it. The reactants are: [OH:1][CH2:2][CH2:3][CH2:4][C:5]1[CH:12]=[CH:11][CH:10]=[CH:9][C:6]=1[C:7]#[N:8].[H-].[Na+].[CH2:15](Br)[C:16]1[CH:21]=[CH:20][CH:19]=[CH:18][CH:17]=1. (6) The reactants are: C([O:3][C:4]([CH2:6][CH2:7][CH2:8][N:9]1[CH2:14][CH2:13][N:12]2[N:15]=[C:16]([C:18]([NH:20][CH2:21][C@H:22]([NH:30][C:31]([O:33][CH2:34][C:35]3[CH:40]=[CH:39][CH:38]=[CH:37][CH:36]=3)=[O:32])[C:23]([O:25][C:26]([CH3:29])([CH3:28])[CH3:27])=[O:24])=[O:19])[CH:17]=[C:11]2[C:10]1=[O:41])=O)C.[NH2:42][C:43]([NH2:45])=[NH:44]. Given the product [NH:44]([C:4]([CH2:6][CH2:7][CH2:8][N:9]1[CH2:14][CH2:13][N:12]2[N:15]=[C:16]([C:18]([NH:20][CH2:21][C@H:22]([NH:30][C:31]([O:33][CH2:34][C:35]3[CH:40]=[CH:39][CH:38]=[CH:37][CH:36]=3)=[O:32])[C:23]([O:25][C:26]([CH3:29])([CH3:28])[CH3:27])=[O:24])=[O:19])[CH:17]=[C:11]2[C:10]1=[O:41])=[O:3])[C:43]([NH2:45])=[NH:42], predict the reactants needed to synthesize it. (7) Given the product [OH:47][NH:48][C:1]([CH2:4][O:5][C:6]1[C:7]([CH3:25])=[CH:8][C:9]([C:13]2[C:22]3[C:17](=[CH:18][CH:19]=[CH:20][CH:21]=3)[C:16](=[O:23])[N:15]([CH3:24])[N:14]=2)=[CH:10][C:11]=1[CH3:12])=[O:2], predict the reactants needed to synthesize it. The reactants are: [C:1]([CH2:4][O:5][C:6]1[C:11]([CH3:12])=[CH:10][C:9]([C:13]2[C:22]3[C:17](=[CH:18][CH:19]=[CH:20][CH:21]=3)[C:16](=[O:23])[N:15]([CH3:24])[N:14]=2)=[CH:8][C:7]=1[CH3:25])(O)=[O:2].C(N(CC)CC)C.ClC(OC(C)=C)=O.[Si]([O:47][NH2:48])(C(C)(C)C)(C)C. (8) Given the product [NH2:13][C:10]1[N:11]=[N:12][C:7]([C:5]2[S:6][C:2]([C:14]#[N:15])=[CH:3][N:4]=2)=[CH:8][N:9]=1, predict the reactants needed to synthesize it. The reactants are: Br[C:2]1[S:6][C:5]([C:7]2[N:12]=[N:11][C:10]([NH2:13])=[N:9][CH:8]=2)=[N:4][CH:3]=1.[CH3:14][N:15](C=O)C. (9) Given the product [CH3:10][N:5]([CH2:6][CH2:7][CH2:8][NH:9][C:13]1[C:29](=[O:30])[C:17]2[N:18]=[C:19]([C:21]([N:23]3[CH2:24][CH2:25][O:26][CH2:27][CH2:28]3)=[O:22])[S:20][C:16]=2[C:15](=[O:31])[CH:14]=1)[CH2:4][CH2:3][CH2:2][NH:1][C:13]1[C:29](=[O:30])[C:17]2[N:18]=[C:19]([C:21]([N:23]3[CH2:24][CH2:25][O:26][CH2:27][CH2:28]3)=[O:22])[S:20][C:16]=2[C:15](=[O:31])[CH:14]=1, predict the reactants needed to synthesize it. The reactants are: [NH2:1][CH2:2][CH2:3][CH2:4][N:5]([CH3:10])[CH2:6][CH2:7][CH2:8][NH2:9].CO[C:13]1[C:29](=[O:30])[C:17]2[N:18]=[C:19]([C:21]([N:23]3[CH2:28][CH2:27][O:26][CH2:25][CH2:24]3)=[O:22])[S:20][C:16]=2[C:15](=[O:31])[CH:14]=1.